From a dataset of Reaction yield outcomes from USPTO patents with 853,638 reactions. Predict the reaction yield, written as a fraction of the theoretical maximum amount of product (1.0 means a 100% yield; for example, 0.34 means a 34% yield). (1) The reactants are C(=O)(O)O.[NH2:5][C:6]([NH2:8])=[NH:7].[C:9]1([P:15](=[O:18])([OH:17])[OH:16])[CH:14]=[CH:13][CH:12]=[CH:11][CH:10]=1.CC(C)=O. The catalyst is O. The product is [C:9]1([P:15](=[O:16])([OH:18])[OH:17])[CH:14]=[CH:13][CH:12]=[CH:11][CH:10]=1.[NH2:7][C:6]([NH2:8])=[NH:5]. The yield is 0.957. (2) The reactants are [CH:1]1[CH:6]=[CH:5]C(P([C:1]2[CH:6]=[CH:5]C=[CH:3][CH:2]=2)[C:1]2[CH:6]=[CH:5]C=[CH:3][CH:2]=2)=[CH:3][CH:2]=1.[NH:20]=[N+:21]=[N-:22].[CH3:34][CH2:33][O:32][C:30](/N=N/[C:30]([O:32][CH2:33][CH3:34])=[O:31])=[O:31].[C:35]1([CH3:41])[CH:40]=[CH:39][CH:38]=[CH:37][CH:36]=1. The catalyst is CCOC(C)=O. The product is [CH2:33]([O:32][C:30](=[O:31])[CH2:41][CH:35]1[CH2:40][CH2:39][CH2:38][CH:37]([N:20]=[N+:21]=[N-:22])[CH2:36]1)[C:34]1[CH:5]=[CH:6][CH:1]=[CH:2][CH:3]=1. The yield is 0.930. (3) The yield is 0.648. The catalyst is ClCCl. The reactants are [Br:1][C:2]1[CH:3]=[N:4][N:5]([CH3:17])[C:6]=1[C:7]1[CH:8]=[C:9]([C:14]([OH:16])=O)[S:10][C:11]=1[CH2:12][CH3:13].[NH2:18][C@@H:19]([CH2:32][C:33]1[CH:38]=[CH:37][CH:36]=[CH:35][C:34]=1[C:39]([F:42])([F:41])[F:40])[CH2:20][N:21]1[C:29](=[O:30])[C:28]2[C:23](=[CH:24][CH:25]=[CH:26][CH:27]=2)[C:22]1=[O:31].C(N(CC)C(C)C)(C)C.F[P-](F)(F)(F)(F)F.Br[P+](N1CCCC1)(N1CCCC1)N1CCCC1. The product is [Br:1][C:2]1[CH:3]=[N:4][N:5]([CH3:17])[C:6]=1[C:7]1[CH:8]=[C:9]([C:14]([NH:18][C@@H:19]([CH2:32][C:33]2[CH:38]=[CH:37][CH:36]=[CH:35][C:34]=2[C:39]([F:42])([F:40])[F:41])[CH2:20][N:21]2[C:29](=[O:30])[C:28]3[C:23](=[CH:24][CH:25]=[CH:26][CH:27]=3)[C:22]2=[O:31])=[O:16])[S:10][C:11]=1[CH2:12][CH3:13].